From a dataset of NCI-60 drug combinations with 297,098 pairs across 59 cell lines. Regression. Given two drug SMILES strings and cell line genomic features, predict the synergy score measuring deviation from expected non-interaction effect. (1) Drug 1: CC1=C(C(=CC=C1)Cl)NC(=O)C2=CN=C(S2)NC3=CC(=NC(=N3)C)N4CCN(CC4)CCO. Drug 2: CS(=O)(=O)OCCCCOS(=O)(=O)C. Cell line: HCT116. Synergy scores: CSS=29.5, Synergy_ZIP=5.36, Synergy_Bliss=2.41, Synergy_Loewe=14.1, Synergy_HSA=6.06. (2) Drug 1: COC1=C(C=C2C(=C1)N=CN=C2NC3=CC(=C(C=C3)F)Cl)OCCCN4CCOCC4. Drug 2: CC12CCC3C(C1CCC2=O)CC(=C)C4=CC(=O)C=CC34C. Cell line: ACHN. Synergy scores: CSS=50.3, Synergy_ZIP=0.315, Synergy_Bliss=-0.671, Synergy_Loewe=-2.00, Synergy_HSA=4.68. (3) Drug 1: CS(=O)(=O)C1=CC(=C(C=C1)C(=O)NC2=CC(=C(C=C2)Cl)C3=CC=CC=N3)Cl. Drug 2: CC(C)NC(=O)C1=CC=C(C=C1)CNNC.Cl. Cell line: IGROV1. Synergy scores: CSS=-3.79, Synergy_ZIP=0.552, Synergy_Bliss=-2.66, Synergy_Loewe=-6.52, Synergy_HSA=-5.45. (4) Drug 1: CC1=C(C=C(C=C1)NC2=NC=CC(=N2)N(C)C3=CC4=NN(C(=C4C=C3)C)C)S(=O)(=O)N.Cl. Drug 2: CC1=C(C=C(C=C1)C(=O)NC2=CC(=CC(=C2)C(F)(F)F)N3C=C(N=C3)C)NC4=NC=CC(=N4)C5=CN=CC=C5. Cell line: HOP-62. Synergy scores: CSS=9.47, Synergy_ZIP=-2.58, Synergy_Bliss=0.534, Synergy_Loewe=0.945, Synergy_HSA=0.915.